Dataset: Merck oncology drug combination screen with 23,052 pairs across 39 cell lines. Task: Regression. Given two drug SMILES strings and cell line genomic features, predict the synergy score measuring deviation from expected non-interaction effect. (1) Drug 1: COC12C(COC(N)=O)C3=C(C(=O)C(C)=C(N)C3=O)N1CC1NC12. Drug 2: CCN(CC)CCNC(=O)c1c(C)[nH]c(C=C2C(=O)Nc3ccc(F)cc32)c1C. Cell line: A2780. Synergy scores: synergy=3.52. (2) Drug 1: Cn1c(=O)n(-c2ccc(C(C)(C)C#N)cc2)c2c3cc(-c4cnc5ccccc5c4)ccc3ncc21. Drug 2: CNC(=O)c1cc(Oc2ccc(NC(=O)Nc3ccc(Cl)c(C(F)(F)F)c3)cc2)ccn1. Cell line: HT144. Synergy scores: synergy=13.0.